This data is from Catalyst prediction with 721,799 reactions and 888 catalyst types from USPTO. The task is: Predict which catalyst facilitates the given reaction. Reactant: CC(C)=O.[C:5]([OH:12])(=[O:11])[CH2:6][CH2:7][C:8]([OH:10])=[O:9].[CH:13]1[CH:14]=[CH:15][C:16]([C@@H:19]2[N:28]([C:29]([O:31][C@@H:32]3[CH:37]4[CH2:38][CH2:39][N:34]([CH2:35][CH2:36]4)[CH2:33]3)=[O:30])[CH2:27][CH2:26][C:25]3[CH:24]=[CH:23][CH:22]=[CH:21][C:20]2=3)=[CH:17][CH:18]=1. Product: [CH:13]1[CH:18]=[CH:17][C:16]([C@@H:19]2[N:28]([C:29]([O:31][C@@H:32]3[CH:37]4[CH2:36][CH2:35][N:34]([CH2:39][CH2:38]4)[CH2:33]3)=[O:30])[CH2:27][CH2:26][C:25]3[CH:24]=[CH:23][CH:22]=[CH:21][C:20]2=3)=[CH:15][CH:14]=1.[CH2:6]([C:5]([OH:12])=[O:11])[CH2:7][C:8]([OH:10])=[O:9]. The catalyst class is: 6.